This data is from Reaction yield outcomes from USPTO patents with 853,638 reactions. The task is: Predict the reaction yield, written as a fraction of the theoretical maximum amount of product (1.0 means a 100% yield; for example, 0.34 means a 34% yield). The reactants are [N:1]1[CH:6]=[CH:5][CH:4]=[C:3]([O:7][CH:8]([C:10]2[CH:19]=[CH:18][C:13]([C:14]([O:16]C)=[O:15])=[CH:12][N:11]=2)[CH3:9])[CH:2]=1.O.[OH-].[Li+].O1CCCC1.Cl. The catalyst is O.CO. The product is [N:1]1[CH:6]=[CH:5][CH:4]=[C:3]([O:7][CH:8]([C:10]2[CH:19]=[CH:18][C:13]([C:14]([OH:16])=[O:15])=[CH:12][N:11]=2)[CH3:9])[CH:2]=1. The yield is 0.970.